From a dataset of Full USPTO retrosynthesis dataset with 1.9M reactions from patents (1976-2016). Predict the reactants needed to synthesize the given product. Given the product [CH3:15][O:16][C:17]1[CH:22]=[CH:21][C:20]([S:23]([N:26]2[CH2:31][CH2:30][N:29]([CH:2]([C:4]3[NH:13][C:12](=[O:14])[C:11]4[C:6](=[CH:7][CH:8]=[CH:9][CH:10]=4)[N:5]=3)[CH3:3])[CH2:28][CH2:27]2)(=[O:25])=[O:24])=[CH:19][CH:18]=1, predict the reactants needed to synthesize it. The reactants are: Br[CH:2]([C:4]1[NH:13][C:12](=[O:14])[C:11]2[C:6](=[CH:7][CH:8]=[CH:9][CH:10]=2)[N:5]=1)[CH3:3].[CH3:15][O:16][C:17]1[CH:22]=[CH:21][C:20]([S:23]([N:26]2[CH2:31][CH2:30][NH:29][CH2:28][CH2:27]2)(=[O:25])=[O:24])=[CH:19][CH:18]=1.